From a dataset of Catalyst prediction with 721,799 reactions and 888 catalyst types from USPTO. Predict which catalyst facilitates the given reaction. (1) Reactant: [Br:1][C:2]1[CH:3]=[N:4][CH:5]=[CH:6][C:7]=1[O:8][CH:9]1[CH2:14][CH2:13][N:12]([C:15]2[S:19][C:18]([C:20]([NH2:22])=O)=[N:17][N:16]=2)[CH2:11][CH2:10]1.C(N(CC)CC)C.FC(F)(F)S(OS(C(F)(F)F)(=O)=O)(=O)=O.O. Product: [Br:1][C:2]1[CH:3]=[N:4][CH:5]=[CH:6][C:7]=1[O:8][CH:9]1[CH2:10][CH2:11][N:12]([C:15]2[S:19][C:18]([C:20]#[N:22])=[N:17][N:16]=2)[CH2:13][CH2:14]1. The catalyst class is: 1. (2) Reactant: [Cl:1][C:2]1[CH:7]=[CH:6][CH:5]=[CH:4][C:3]=1[CH:8]1[CH2:14][NH:13][C:12](=[O:15])[CH2:11][C:10]2[CH:16]=[CH:17][C:18]([CH3:20])=[CH:19][C:9]1=2.C(=O)([O-])[O-].[Cs+].[Cs+].Br[CH2:28][C:29]([O:31][CH2:32][CH3:33])=[O:30].O. Product: [CH2:32]([O:31][C:29](=[O:30])[CH2:28][N:13]1[C:12](=[O:15])[CH2:11][C:10]2[CH:16]=[CH:17][C:18]([CH3:20])=[CH:19][C:9]=2[CH:8]([C:3]2[CH:4]=[CH:5][CH:6]=[CH:7][C:2]=2[Cl:1])[CH2:14]1)[CH3:33]. The catalyst class is: 9.